The task is: Predict which catalyst facilitates the given reaction.. This data is from Catalyst prediction with 721,799 reactions and 888 catalyst types from USPTO. (1) Reactant: [CH3:1][NH:2][CH3:3].[C:4]([C:6]1[CH:7]=[C:8]2[C:13](=[CH:14][C:15]=1[O:16][CH2:17][C@H:18]1[CH2:20][O:19]1)[N:12]=[CH:11][CH:10]=[C:9]2[O:21][C:22]1[CH:27]=[CH:26][C:25]([NH:28][C:29]([NH:31][C:32]2[CH:37]=[CH:36][C:35]([F:38])=[CH:34][CH:33]=2)=[O:30])=[C:24]([F:39])[CH:23]=1)#[N:5]. Product: [C:4]([C:6]1[CH:7]=[C:8]2[C:13](=[CH:14][C:15]=1[O:16][CH2:17][C@H:18]([OH:19])[CH2:20][N:2]([CH3:3])[CH3:1])[N:12]=[CH:11][CH:10]=[C:9]2[O:21][C:22]1[CH:27]=[CH:26][C:25]([NH:28][C:29]([NH:31][C:32]2[CH:33]=[CH:34][C:35]([F:38])=[CH:36][CH:37]=2)=[O:30])=[C:24]([F:39])[CH:23]=1)#[N:5]. The catalyst class is: 7. (2) Reactant: C([O-])=O.[NH4+].[N:5]1[CH:10]=[CH:9][CH:8]=[C:7]([CH2:11][CH2:12][CH:13]2[CH2:18][N:17]([C:19]([O:21][C:22]([CH3:25])([CH3:24])[CH3:23])=[O:20])[CH2:16][CH2:15][N:14]2C(OCC2C=CC=CC=2)=O)[CH:6]=1. Product: [N:5]1[CH:10]=[CH:9][CH:8]=[C:7]([CH2:11][CH2:12][CH:13]2[NH:14][CH2:15][CH2:16][N:17]([C:19]([O:21][C:22]([CH3:25])([CH3:24])[CH3:23])=[O:20])[CH2:18]2)[CH:6]=1. The catalyst class is: 320. (3) Reactant: [Br:1][C:2]1[CH:7]=[CH:6][C:5]([NH:8][C:9](=[O:22])[C:10]2[CH:15]=[C:14]([NH2:16])[CH:13]=[N:12][C:11]=2[O:17][CH2:18][CH:19]([F:21])[F:20])=[CH:4][CH:3]=1.[Cl:23][C:24]1[CH:32]=[CH:31][C:30]([CH2:33][NH:34][C:35]([C:37]([CH3:40])([CH3:39])[CH3:38])=[O:36])=[CH:29][C:25]=1[C:26](O)=[O:27]. Product: [F:21][CH:19]([F:20])[CH2:18][O:17][C:11]1[C:10]([C:9]([NH:8][C:5]2[CH:4]=[CH:3][C:2]([Br:1])=[CH:7][CH:6]=2)=[O:22])=[CH:15][C:14]([NH:16][C:26](=[O:27])[C:25]2[CH:29]=[C:30]([CH2:33][NH:34][C:35]([C:37]([CH3:38])([CH3:40])[CH3:39])=[O:36])[CH:31]=[CH:32][C:24]=2[Cl:23])=[CH:13][N:12]=1. The catalyst class is: 1. (4) Reactant: [F:1][C:2]1([F:13])[O:6][C:5]2[CH:7]=[CH:8][C:9]([CH2:11]O)=[CH:10][C:4]=2[O:3]1.S(Cl)([Cl:16])=O. Product: [Cl:16][CH2:11][C:9]1[CH:8]=[CH:7][C:5]2[O:6][C:2]([F:13])([F:1])[O:3][C:4]=2[CH:10]=1. The catalyst class is: 2. (5) Reactant: [F:1][C:2]1[CH:11]=[C:10]2[C:5]([CH:6]=[C:7]([CH:18]3[N:23](C(OCC4C=CC=CC=4)=O)[CH2:22][CH:21]=[CH:20][CH2:19]3)[C:8]([C:12]3[CH:17]=[CH:16][CH:15]=[CH:14][CH:13]=3)=[N:9]2)=[CH:4][CH:3]=1.CSC.B(F)(F)F.CCOCC.[OH-].[Na+]. Product: [F:1][C:2]1[CH:11]=[C:10]2[C:5]([CH:6]=[C:7]([CH:18]3[CH2:19][CH:20]=[CH:21][CH2:22][NH:23]3)[C:8]([C:12]3[CH:17]=[CH:16][CH:15]=[CH:14][CH:13]=3)=[N:9]2)=[CH:4][CH:3]=1. The catalyst class is: 2. (6) The catalyst class is: 1. Reactant: [H-].[Na+].[CH2:3]([N:5]([C:9]1[CH:28]=[CH:27][C:12]2[N:13]([CH2:20][CH:21]3[CH2:26][CH2:25][O:24][CH2:23][CH2:22]3)[C:14]([C:16]([OH:19])([CH3:18])[CH3:17])=[N:15][C:11]=2[CH:10]=1)[C:6](=[O:8])[CH3:7])[CH3:4].I[CH3:30]. Product: [CH2:3]([N:5]([C:9]1[CH:28]=[CH:27][C:12]2[N:13]([CH2:20][CH:21]3[CH2:22][CH2:23][O:24][CH2:25][CH2:26]3)[C:14]([C:16]([O:19][CH3:30])([CH3:18])[CH3:17])=[N:15][C:11]=2[CH:10]=1)[C:6](=[O:8])[CH3:7])[CH3:4].